From a dataset of Full USPTO retrosynthesis dataset with 1.9M reactions from patents (1976-2016). Predict the reactants needed to synthesize the given product. (1) Given the product [C:1]([C:5]1[CH:6]=[CH:7][C:8]([C:9]([N:23]2[CH2:24][CH2:25][N:20]([CH:16]3[CH2:19][CH2:18][CH2:17]3)[CH2:21][CH2:22]2)=[O:11])=[CH:12][CH:13]=1)([CH3:2])([CH3:3])[CH3:4], predict the reactants needed to synthesize it. The reactants are: [C:1]([C:5]1[CH:13]=[CH:12][C:8]([C:9]([OH:11])=O)=[CH:7][CH:6]=1)([CH3:4])([CH3:3])[CH3:2].Cl.Cl.[CH:16]1([N:20]2[CH2:25][CH2:24][NH:23][CH2:22][CH2:21]2)[CH2:19][CH2:18][CH2:17]1.C([O-])([O-])=O.[K+].[K+].ON1C2C=CC=CC=2N=N1.Cl.CN(C)CCCN=C=NCC. (2) Given the product [CH3:29][O:28][CH:27]([O:31][CH3:30])[CH2:26][CH2:25][CH2:24][CH2:23][CH2:22][O:21][C:17]1[CH:16]=[C:15]([CH:8]([C:9]2[CH:14]=[CH:13][CH:12]=[CH:11][CH:10]=2)[NH2:7])[CH:20]=[CH:19][CH:18]=1, predict the reactants needed to synthesize it. The reactants are: C(OC(=O)[NH:7][CH:8]([C:15]1[CH:20]=[CH:19][CH:18]=[C:17]([O:21][CH2:22][CH2:23][CH2:24][CH2:25][CH2:26][CH:27]2[O:31][CH2:30][CH2:29][O:28]2)[CH:16]=1)[C:9]1[CH:14]=[CH:13][CH:12]=[CH:11][CH:10]=1)(C)(C)C.Cl.O1CCOCC1. (3) Given the product [C:16]([O:15][C:13](=[O:14])[NH:1][CH2:2][CH:3]([OH:4])[CH:5]([OH:6])[CH:7]([OH:8])[CH:9]([OH:10])[CH2:11][OH:12])([CH3:19])([CH3:18])[CH3:17], predict the reactants needed to synthesize it. The reactants are: [NH2:1][CH2:2][C@@H:3]([C@H:5]([C@@H:7]([C@@H:9]([CH2:11][OH:12])[OH:10])[OH:8])[OH:6])[OH:4].[C:13](O[C:13]([O:15][C:16]([CH3:19])([CH3:18])[CH3:17])=[O:14])([O:15][C:16]([CH3:19])([CH3:18])[CH3:17])=[O:14]. (4) Given the product [C:64]([O:63][C:61]([N:68]1[CH2:73][CH2:72][N:71]([C:2]2[CH:10]=[CH:9][CH:8]=[C:7]3[C:3]=2[C:4](=[O:20])[C:5](=[O:19])[N:6]3[CH2:11][C:12]2[CH:17]=[CH:16][CH:15]=[C:14]([F:18])[CH:13]=2)[CH2:70][CH2:69]1)=[O:62])([CH3:67])([CH3:65])[CH3:66], predict the reactants needed to synthesize it. The reactants are: Br[C:2]1[CH:10]=[CH:9][CH:8]=[C:7]2[C:3]=1[C:4](=[O:20])[C:5](=[O:19])[N:6]2[CH2:11][C:12]1[CH:17]=[CH:16][CH:15]=[C:14]([F:18])[CH:13]=1.C1(P(C2CCCCC2)C2C=CC=CC=2C2C(C(C)C)=CC(C(C)C)=CC=2C(C)C)CCCCC1.C(=O)([O-])[O-].[K+].[K+].[C:61]([N:68]1[CH2:73][CH2:72][NH:71][CH2:70][CH2:69]1)([O:63][C:64]([CH3:67])([CH3:66])[CH3:65])=[O:62]. (5) The reactants are: [C:1]([NH:5][CH2:6][CH2:7][NH:8][C:9]([C:11]1[CH:12]=[N:13][CH:14]=[C:15]([C:17]([NH:19][CH2:20][CH2:21][NH:22][C:23](=[O:26])[CH:24]=[CH2:25])=[O:18])[CH:16]=1)=[O:10])(=[O:4])[CH:2]=[CH2:3].[CH3:27][I:28]. Given the product [I-:28].[C:23]([NH:22][CH2:21][CH2:20][NH:19][C:17]([C:15]1[CH:14]=[N+:13]([CH3:27])[CH:12]=[C:11]([C:9](=[O:10])[NH:8][CH2:7][CH2:6][NH:5][C:1](=[O:4])[CH:2]=[CH2:3])[CH:16]=1)=[O:18])(=[O:26])[CH:24]=[CH2:25], predict the reactants needed to synthesize it.